From a dataset of Reaction yield outcomes from USPTO patents with 853,638 reactions. Predict the reaction yield, written as a fraction of the theoretical maximum amount of product (1.0 means a 100% yield; for example, 0.34 means a 34% yield). (1) The reactants are [CH2:1]([O:4][C:5]([NH:7][C@@H:8]([CH:12]([CH3:14])[CH3:13])[C:9]([OH:11])=[O:10])=[O:6])[CH:2]=[CH2:3].O[N:16]1[C:20](=[O:21])[CH2:19][CH2:18][C:17]1=[O:22].C1(N=C=NC2CCCCC2)CCCCC1. The catalyst is C1COCC1. The product is [CH2:1]([O:4][C:5]([NH:7][C@@H:8]([CH:12]([CH3:14])[CH3:13])[C:9]([O:11][N:16]1[C:20](=[O:21])[CH2:19][CH2:18][C:17]1=[O:22])=[O:10])=[O:6])[CH:2]=[CH2:3]. The yield is 1.00. (2) The reactants are [CH3:1][O:2][C:3]1[CH:8]=[C:7]([O:9][CH3:10])[CH:6]=[C:5]([O:11][CH3:12])[CH:4]=1.[CH3:13][O:14][CH:15]([O:21]C)[CH2:16][C:17](OC)=O.C(O)(=O)C.Cl. The catalyst is O. The product is [CH3:12][O:11][C:5]1[CH:4]=[C:3]([O:2][CH3:1])[CH:8]=[C:7]([O:9][CH3:10])[C:6]=1/[CH:17]=[CH:16]/[C:15]([O:14][CH3:13])=[O:21]. The yield is 0.980.